Dataset: Reaction yield outcomes from USPTO patents with 853,638 reactions. Task: Predict the reaction yield, written as a fraction of the theoretical maximum amount of product (1.0 means a 100% yield; for example, 0.34 means a 34% yield). (1) The product is [N:7]1[C:2]2[NH:1][CH:10]=[CH:11][C:3]=2[C:4]([OH:9])=[N:5][C:6]=1[OH:8]. The reactants are [NH2:1][C:2]1[NH:7][C:6](=[O:8])[NH:5][C:4](=[O:9])[CH:3]=1.[CH3:10][C:11]([O-])=O.[Na+].ClCC=O. The catalyst is O. The yield is 0.810. (2) The reactants are [Si:1]([O:8][CH2:9][C:10]1[N:11]=[C:12]([C:15]2([C:21]3[CH:30]=[CH:29][C:24]([C:25]([O:27]C)=[O:26])=[CH:23][CH:22]=3)[CH2:20][CH2:19][O:18][CH2:17][CH2:16]2)[S:13][CH:14]=1)([C:4]([CH3:7])([CH3:6])[CH3:5])([CH3:3])[CH3:2].[OH-].[Na+].Cl. The catalyst is CO. The product is [Si:1]([O:8][CH2:9][C:10]1[N:11]=[C:12]([C:15]2([C:21]3[CH:30]=[CH:29][C:24]([C:25]([OH:27])=[O:26])=[CH:23][CH:22]=3)[CH2:16][CH2:17][O:18][CH2:19][CH2:20]2)[S:13][CH:14]=1)([C:4]([CH3:7])([CH3:5])[CH3:6])([CH3:2])[CH3:3]. The yield is 0.365.